From a dataset of Full USPTO retrosynthesis dataset with 1.9M reactions from patents (1976-2016). Predict the reactants needed to synthesize the given product. Given the product [F:14][C:15]1[C:20]([F:21])=[CH:19][CH:18]=[CH:17][C:16]=1[CH2:22][O:23][C:2]1[CH:3]=[C:4]2[N:11]([CH3:12])[C@@H:10]([CH3:13])[CH2:9][N:5]2[C:6](=[O:8])[N:7]=1, predict the reactants needed to synthesize it. The reactants are: Cl[C:2]1[CH:3]=[C:4]2[N:11]([CH3:12])[C@@H:10]([CH3:13])[CH2:9][N:5]2[C:6](=[O:8])[N:7]=1.[F:14][C:15]1[C:20]([F:21])=[CH:19][CH:18]=[CH:17][C:16]=1[CH2:22][OH:23].